Dataset: Catalyst prediction with 721,799 reactions and 888 catalyst types from USPTO. Task: Predict which catalyst facilitates the given reaction. (1) The catalyst class is: 78. Product: [F:23][C:2]([F:1])([CH2:21][CH3:22])[CH:3]([C:5]1[S:9][C:8]([C:10]2[CH:11]=[CH:12][C:13]([C:16]([F:17])([F:18])[F:19])=[CH:14][CH:15]=2)=[N:7][C:6]=1[CH3:20])[OH:4]. Reactant: [F:1][C:2]([F:23])([CH:21]=[CH2:22])[CH:3]([C:5]1[S:9][C:8]([C:10]2[CH:15]=[CH:14][C:13]([C:16]([F:19])([F:18])[F:17])=[CH:12][CH:11]=2)=[N:7][C:6]=1[CH3:20])[OH:4]. (2) Reactant: [NH2:1][OH:2].C1COCC1.C[O:9][C:10](=O)[CH:11]([N:16]([CH3:31])[C:17]([C:19]1[CH:24]=[CH:23][C:22]([C:25]2[CH:30]=[CH:29][CH:28]=[CH:27][CH:26]=2)=[CH:21][CH:20]=1)=[O:18])[C:12]([NH:14][CH3:15])=[O:13]. Product: [C:22]1([C:25]2[CH:26]=[CH:27][CH:28]=[CH:29][CH:30]=2)[CH:21]=[CH:20][C:19]([C:17]([N:16]([CH3:31])[CH:11]([C:12]([NH:14][CH3:15])=[O:13])[C:10]([NH:1][OH:2])=[O:9])=[O:18])=[CH:24][CH:23]=1. The catalyst class is: 8.